Regression. Given a peptide amino acid sequence and an MHC pseudo amino acid sequence, predict their binding affinity value. This is MHC class II binding data. From a dataset of Peptide-MHC class II binding affinity with 134,281 pairs from IEDB. (1) The binding affinity (normalized) is 0.0318. The MHC is DRB4_0101 with pseudo-sequence DRB4_0103. The peptide sequence is DFDGRSEFAYGSFVR. (2) The peptide sequence is RESLESLWAPFGVLR. The MHC is DRB1_0901 with pseudo-sequence DRB1_0901. The binding affinity (normalized) is 0.564. (3) The peptide sequence is YDKFLANVSTVSTGK. The MHC is DRB1_0401 with pseudo-sequence DRB1_0401. The binding affinity (normalized) is 0.411. (4) The peptide sequence is EKKYFWATQFEPLAA. The MHC is HLA-DQA10501-DQB10201 with pseudo-sequence HLA-DQA10501-DQB10201. The binding affinity (normalized) is 0.605. (5) The peptide sequence is IGPEAAEAAAAAPAA. The MHC is DRB1_0405 with pseudo-sequence DRB1_0405. The binding affinity (normalized) is 0.0898.